Dataset: Catalyst prediction with 721,799 reactions and 888 catalyst types from USPTO. Task: Predict which catalyst facilitates the given reaction. (1) Reactant: [C:1]([N:4]1[C:13]2[C:8](=[CH:9][C:10]([Br:14])=[CH:11][CH:12]=2)[C@H:7]([NH2:15])[CH2:6][C@@H:5]1[CH3:16])(=[O:3])[CH3:2].CCN(C(C)C)C(C)C.Cl[C:27]([O:29][CH:30]([CH3:32])[CH3:31])=[O:28].C1(C)C=CC=CC=1. Product: [C:1]([N:4]1[C:13]2[C:8](=[CH:9][C:10]([Br:14])=[CH:11][CH:12]=2)[C@H:7]([NH:15][C:27](=[O:28])[O:29][CH:30]([CH3:32])[CH3:31])[CH2:6][C@@H:5]1[CH3:16])(=[O:3])[CH3:2]. The catalyst class is: 4. (2) Reactant: FC(F)(F)S(O[C:7]1[CH:12]=[CH:11][C:10]([F:13])=[C:9]([C:14]#[N:15])[C:8]=1[F:16])(=O)=O.[CH2:19](O)[CH3:20]. Product: [CH:19]([C:7]1[C:8]([F:16])=[C:9]([C:10]([F:13])=[CH:11][CH:12]=1)[C:14]#[N:15])=[CH2:20]. The catalyst class is: 462. (3) Reactant: C(OC([N:8]1[CH2:13][CH2:12][CH2:11][CH:10]([CH:14]([NH:17][C:18]([C:20]2[C:21]3[CH:28]=[N:27][N:26]([C:29]4[CH:34]=[CH:33][C:32]([F:35])=[CH:31][CH:30]=4)[C:22]=3[CH:23]=[N:24][CH:25]=2)=[O:19])[CH2:15][CH3:16])[CH2:9]1)=O)(C)(C)C.FC(F)(F)C(O)=O. Product: [NH:8]1[CH2:13][CH2:12][CH2:11][CH:10]([CH:14]([NH:17][C:18]([C:20]2[C:21]3[CH:28]=[N:27][N:26]([C:29]4[CH:30]=[CH:31][C:32]([F:35])=[CH:33][CH:34]=4)[C:22]=3[CH:23]=[N:24][CH:25]=2)=[O:19])[CH2:15][CH3:16])[CH2:9]1. The catalyst class is: 4. (4) Reactant: [CH2:1]([N:8]1[C:16]2[C:11](=[CH:12][C:13]([NH:17][C:18]3[N:26]=[CH:25][C:24]([CH:27]4[CH2:29][CH2:28]4)=[CH:23][C:19]=3[C:20]([OH:22])=O)=[CH:14][CH:15]=2)[CH:10]=[CH:9]1)[C:2]1[CH:7]=[CH:6][CH:5]=[CH:4][CH:3]=1.C(N1C=CN=C1)(N1C=CN=C1)=O.[F:42][C:43]([F:49])([F:48])[S:44]([NH2:47])(=[O:46])=[O:45].N12CCCN=C1CCCCC2.Cl. Product: [CH2:1]([N:8]1[C:16]2[C:11](=[CH:12][C:13]([NH:17][C:18]3[N:26]=[CH:25][C:24]([CH:27]4[CH2:28][CH2:29]4)=[CH:23][C:19]=3[C:20]([NH:47][S:44]([C:43]([F:49])([F:48])[F:42])(=[O:46])=[O:45])=[O:22])=[CH:14][CH:15]=2)[CH:10]=[CH:9]1)[C:2]1[CH:3]=[CH:4][CH:5]=[CH:6][CH:7]=1. The catalyst class is: 253. (5) Reactant: [CH3:1][O:2][C:3]1[CH:7]=[C:6]([C:8]([OH:10])=O)[N:5]([CH3:11])[N:4]=1.O1CCCC1.C(Cl)(=O)C(Cl)=O.[NH2:23][C:24]1[CH:25]=[C:26]([CH:43]=[CH:44][CH:45]=1)[O:27][C:28]1[CH:29]=[CH:30][C:31]2[N:32]([N:34]=[C:35]([NH:37][C:38]([CH:40]3[CH2:42][CH2:41]3)=[O:39])[N:36]=2)[CH:33]=1. Product: [CH:40]1([C:38]([NH:37][C:35]2[N:36]=[C:31]3[CH:30]=[CH:29][C:28]([O:27][C:26]4[CH:25]=[C:24]([NH:23][C:8]([C:6]5[N:5]([CH3:11])[N:4]=[C:3]([O:2][CH3:1])[CH:7]=5)=[O:10])[CH:45]=[CH:44][CH:43]=4)=[CH:33][N:32]3[N:34]=2)=[O:39])[CH2:41][CH2:42]1. The catalyst class is: 402.